Dataset: Forward reaction prediction with 1.9M reactions from USPTO patents (1976-2016). Task: Predict the product of the given reaction. (1) Given the reactants Br[C:2]1[CH:14]=[CH:13][C:5]2[N:6]=[C:7]([NH:9][C:10](=[O:12])[CH3:11])[S:8][C:4]=2[CH:3]=1.[B:15]1([B:15]2[O:19][C:18]([CH3:21])([CH3:20])[C:17]([CH3:23])([CH3:22])[O:16]2)[O:19][C:18]([CH3:21])([CH3:20])[C:17]([CH3:23])([CH3:22])[O:16]1.C([O-])(=O)C.[K+], predict the reaction product. The product is: [CH3:22][C:17]1([CH3:23])[C:18]([CH3:21])([CH3:20])[O:19][B:15]([C:2]2[CH:14]=[CH:13][C:5]3[N:6]=[C:7]([NH:9][C:10](=[O:12])[CH3:11])[S:8][C:4]=3[CH:3]=2)[O:16]1. (2) Given the reactants O1CCOCC1.Cl[C:8]1[CH:13]=[C:12]([CH:14]([S:23][C:24]2[CH:29]=[CH:28][C:27]([Cl:30])=[CH:26][CH:25]=2)[C:15]2[CH:20]=[C:19]([F:21])[CH:18]=[CH:17][C:16]=2[F:22])[C:11]([Cl:31])=[CH:10][N:9]=1.[NH2:32][CH2:33][CH2:34][N:35]1[CH2:40][CH2:39][O:38][CH2:37][CH2:36]1, predict the reaction product. The product is: [Cl:31][C:11]1[C:12]([CH:14]([S:23][C:24]2[CH:25]=[CH:26][C:27]([Cl:30])=[CH:28][CH:29]=2)[C:15]2[CH:20]=[C:19]([F:21])[CH:18]=[CH:17][C:16]=2[F:22])=[CH:13][C:8]([NH:32][CH2:33][CH2:34][N:35]2[CH2:40][CH2:39][O:38][CH2:37][CH2:36]2)=[N:9][CH:10]=1. (3) Given the reactants [CH3:1][C:2]1[CH:11]=[C:10]([N:12]2[CH2:16][CH2:15][CH2:14][CH2:13]2)[C:9]2[C:4](=[CH:5][C:6]([OH:17])=[CH:7][CH:8]=2)[N:3]=1.[N:18]1[CH:23]=[CH:22][CH:21]=[CH:20][C:19]=1[CH2:24]Cl, predict the reaction product. The product is: [CH3:1][C:2]1[CH:11]=[C:10]([N:12]2[CH2:16][CH2:15][CH2:14][CH2:13]2)[C:9]2[C:4](=[CH:5][C:6]([O:17][CH2:24][C:19]3[CH:20]=[CH:21][CH:22]=[CH:23][N:18]=3)=[CH:7][CH:8]=2)[N:3]=1. (4) Given the reactants [C:1]1([C:3](=[CH:5][CH:6]=[CH:7][CH:8]=1)[OH:4])[OH:2].[C:9](O)(=[O:11])[CH3:10].B(F)(F)F, predict the reaction product. The product is: [CH3:10][C:9]([C:5]1[CH:6]=[CH:7][CH:8]=[C:1]([OH:2])[C:3]=1[OH:4])=[O:11]. (5) Given the reactants [N:1]1[CH:6]=[CH:5][CH:4]=[C:3]([O:7][CH2:8][C:9]2[CH:25]=[CH:24][C:12]([C:13]([NH:15][C@H:16]([C:21](O)=[O:22])[CH2:17][CH2:18][S:19][CH3:20])=[O:14])=[C:11]([C:26]3[CH:31]=[CH:30][CH:29]=[CH:28][CH:27]=3)[CH:10]=2)[CH:2]=1.C(N1C=CN=C1)(N1C=CN=C1)=O.[CH3:44][S:45]([NH2:48])(=[O:47])=[O:46].C1CCN2C(=NCCC2)CC1, predict the reaction product. The product is: [CH3:44][S:45]([NH:48][C:21](=[O:22])[C@H:16]([CH2:17][CH2:18][S:19][CH3:20])[NH:15][C:13](=[O:14])[C:12]1[CH:24]=[CH:25][C:9]([CH2:8][O:7][C:3]2[CH:2]=[N:1][CH:6]=[CH:5][CH:4]=2)=[CH:10][C:11]=1[C:26]1[CH:27]=[CH:28][CH:29]=[CH:30][CH:31]=1)(=[O:47])=[O:46]. (6) Given the reactants [C:1]([C:4]1[CH:9]=[CH:8][CH:7]=[CH:6][CH:5]=1)(=[O:3])[CH3:2].CC1C=CC(C(C)C)=CC=1.[OH-].[Na+], predict the reaction product. The product is: [C:4]1([C@@H:1]([OH:3])[CH3:2])[CH:9]=[CH:8][CH:7]=[CH:6][CH:5]=1.